From a dataset of Catalyst prediction with 721,799 reactions and 888 catalyst types from USPTO. Predict which catalyst facilitates the given reaction. (1) Reactant: C([NH:4][C:5]1[S:6][C:7]([S:11]([NH:14][C:15]2[N:20]=[C:19]([NH:21][C:22](=[O:28])[O:23][C:24]([CH3:27])([CH3:26])[CH3:25])[CH:18]=[C:17]([CH3:29])[CH:16]=2)(=[O:13])=[O:12])=[C:8]([CH3:10])[N:9]=1)(=O)C.[OH-].[Na+]. Product: [NH2:4][C:5]1[S:6][C:7]([S:11]([NH:14][C:15]2[N:20]=[C:19]([NH:21][C:22](=[O:28])[O:23][C:24]([CH3:25])([CH3:26])[CH3:27])[CH:18]=[C:17]([CH3:29])[CH:16]=2)(=[O:13])=[O:12])=[C:8]([CH3:10])[N:9]=1. The catalyst class is: 5. (2) Reactant: [N:1]1[CH:6]=[CH:5][C:4]([CH2:7][NH:8][C:9]([C:11]2[CH:15]=[C:14](Br)[N:13]([CH3:17])[N:12]=2)=[O:10])=[CH:3][CH:2]=1.C(OC([N:25]1[C:33]2[C:28](=[CH:29][C:30](B3OC(C)(C)C(C)(C)O3)=[CH:31][CH:32]=2)[CH:27]=[C:26]1[C:43]1[O:47][N:46]=[C:45]([CH3:48])[N:44]=1)=O)(C)(C)C.C([O-])([O-])=O.[Na+].[Na+]. Product: [N:1]1[CH:6]=[CH:5][C:4]([CH2:7][NH:8][C:9]([C:11]2[CH:15]=[C:14]([C:30]3[CH:29]=[C:28]4[C:33](=[CH:32][CH:31]=3)[NH:25][C:26]([C:43]3[O:47][N:46]=[C:45]([CH3:48])[N:44]=3)=[CH:27]4)[N:13]([CH3:17])[N:12]=2)=[O:10])=[CH:3][CH:2]=1. The catalyst class is: 42. (3) Reactant: [C:1]1([C:7]2[CH:12]=[C:11]([F:13])[CH:10]=[CH:9][C:8]=2[OH:14])[CH:6]=[CH:5][CH:4]=[CH:3][CH:2]=1.C([Li])CCC.[Cl:20][Ti:21](Cl)([Cl:32])[C:22]1([CH3:31])[C:26]([CH3:27])=[C:25]([CH3:28])[C:24]([CH3:29])=[C:23]1[CH3:30]. Product: [Cl:20][Ti:21]([Cl:32])([C:22]1([CH3:31])[C:23]([CH3:30])=[C:24]([CH3:29])[C:25]([CH3:28])=[C:26]1[CH3:27])[O:14][C:8]1[CH:9]=[CH:10][C:11]([F:13])=[CH:12][C:7]=1[C:1]1[CH:2]=[CH:3][CH:4]=[CH:5][CH:6]=1. The catalyst class is: 27. (4) Reactant: [C:1]12([CH2:11][O:12][C:13]3[C:25]([C:26]4([OH:30])[CH2:29][O:28][CH2:27]4)=[CH:24][C:16]([C:17]([O:19]C(C)(C)C)=[O:18])=[C:15]([F:31])[CH:14]=3)[CH2:10][CH:5]3[CH2:6][CH:7]([CH2:9][CH:3]([CH2:4]3)[CH2:2]1)[CH2:8]2.FC(F)(F)C(O)=O. Product: [C:1]12([CH2:11][O:12][C:13]3[C:25]([C:26]4([OH:30])[CH2:27][O:28][CH2:29]4)=[CH:24][C:16]([C:17]([OH:19])=[O:18])=[C:15]([F:31])[CH:14]=3)[CH2:10][CH:5]3[CH2:4][CH:3]([CH2:9][CH:7]([CH2:6]3)[CH2:8]1)[CH2:2]2. The catalyst class is: 4. (5) Reactant: [CH2:1]([O:3][CH2:4][C:5]1[N:6]([CH2:18][CH2:19][OH:20])[C:7]2[C:16]3[CH:15]=[CH:14][CH:13]=[CH:12][C:11]=3[N:10]=[CH:9][C:8]=2[N:17]=1)[CH3:2].[H-].[Na+].Br[CH2:24][CH2:25][CH2:26][CH2:27][CH2:28][CH2:29][O:30][CH2:31][CH2:32][CH2:33][CH2:34][C:35]1[CH:40]=[CH:39][CH:38]=[CH:37][CH:36]=1. Product: [CH2:1]([O:3][CH2:4][C:5]1[N:6]([CH2:18][CH2:19][O:20][CH2:24][CH2:25][CH2:26][CH2:27][CH2:28][CH2:29][O:30][CH2:31][CH2:32][CH2:33][CH2:34][C:35]2[CH:36]=[CH:37][CH:38]=[CH:39][CH:40]=2)[C:7]2[C:16]3[CH:15]=[CH:14][CH:13]=[CH:12][C:11]=3[N:10]=[CH:9][C:8]=2[N:17]=1)[CH3:2]. The catalyst class is: 9. (6) Reactant: [CH3:1][O:2][C:3]1[CH:8]=[CH:7][N:6]=[C:5]([C:9]([O:11]C)=O)[CH:4]=1.[Li+].C[Si]([N-][Si](C)(C)C)(C)C.[Cl:23][C:24]1[N:29]=[C:28]([CH3:30])[CH:27]=[CH:26][N:25]=1. Product: [Cl:23][C:24]1[N:29]=[C:28]([CH2:30][C:9]([C:5]2[CH:4]=[C:3]([O:2][CH3:1])[CH:8]=[CH:7][N:6]=2)=[O:11])[CH:27]=[CH:26][N:25]=1. The catalyst class is: 1. (7) Reactant: ClC1C=C(C=CC=1)C(OO)=O.[CH2:12]([C:16]1[N:17]([CH2:29][CH2:30][CH2:31][C:32](=[O:34])[CH3:33])[C:18]2[C:27]3[N:26]=[CH:25][CH:24]=[CH:23][C:22]=3[N:21]=[CH:20][C:19]=2[N:28]=1)[CH2:13][CH2:14][CH3:15].[OH-].[NH4+:36].C1(C)C=CC(S(Cl)(=O)=O)=CC=1. The catalyst class is: 22. Product: [NH2:36][C:20]1[C:19]2[N:28]=[C:16]([CH2:12][CH2:13][CH2:14][CH3:15])[N:17]([CH2:29][CH2:30][CH2:31][C:32](=[O:34])[CH3:33])[C:18]=2[C:27]2[N:26]=[CH:25][CH:24]=[CH:23][C:22]=2[N:21]=1. (8) Reactant: Cl.[F:2][C:3]1([F:9])[CH2:8][CH2:7][NH:6][CH2:5][CH2:4]1.[C:10]([O:14][C:15](=[O:20])[NH:16][CH2:17][CH2:18]Br)([CH3:13])([CH3:12])[CH3:11].C(N(CC)C(C)C)(C)C. Product: [F:2][C:3]1([F:9])[CH2:8][CH2:7][N:6]([CH2:18][CH2:17][NH:16][C:15](=[O:20])[O:14][C:10]([CH3:13])([CH3:12])[CH3:11])[CH2:5][CH2:4]1. The catalyst class is: 10.